From a dataset of Full USPTO retrosynthesis dataset with 1.9M reactions from patents (1976-2016). Predict the reactants needed to synthesize the given product. (1) Given the product [S:5]([OH:10])([OH:8])(=[O:7])=[O:6].[CH3:9][O:3][C:2](=[NH:4])[NH2:1], predict the reactants needed to synthesize it. The reactants are: [NH2:1][C:2]([NH2:4])=[O:3].[S:5]([O:10]C)([O:8][CH3:9])(=[O:7])=[O:6].S(=O)(=O)(O)O.CC(C)=O. (2) Given the product [CH2:18]([S:25][C:2]1[CH:3]=[N:4][CH:5]=[C:6]([C:8]([F:11])([F:10])[F:9])[CH:7]=1)[C:19]1[CH:24]=[CH:23][CH:22]=[CH:21][CH:20]=1, predict the reactants needed to synthesize it. The reactants are: Br[C:2]1[CH:3]=[N:4][CH:5]=[C:6]([C:8]([F:11])([F:10])[F:9])[CH:7]=1.C([O-])([O-])=O.[K+].[K+].[CH2:18]([SH:25])[C:19]1[CH:24]=[CH:23][CH:22]=[CH:21][CH:20]=1. (3) Given the product [OH:14][C:12]([C:9]1[CH:8]=[CH:7][C:6]([CH:1]2[CH2:5][CH2:4][CH2:3][CH2:2]2)=[CH:11][CH:10]=1)([CH3:13])[CH2:21][C:20]([O:19][CH2:17][CH3:18])=[O:23], predict the reactants needed to synthesize it. The reactants are: [CH:1]1([C:6]2[CH:11]=[CH:10][C:9]([C:12](=[O:14])[CH3:13])=[CH:8][CH:7]=2)[CH2:5][CH2:4][CH2:3][CH2:2]1.II.[CH2:17]([O:19][C:20](=[O:23])[CH2:21]Br)[CH3:18].Cl. (4) The reactants are: [NH2:1][C:2]1[N:7]=[CH:6][C:5]([CH2:8][CH:9]([C:15]2[N:16]=[CH:17][NH:18][CH:19]=2)[C:10]([O:12][CH2:13][CH3:14])=[O:11])=[CH:4][CH:3]=1.Br[CH:21]1[CH2:26][CH2:25][N:24]([C:27]([O:29][CH2:30][C:31]2[CH:36]=[CH:35][CH:34]=[CH:33][CH:32]=2)=[O:28])[CH2:23][CH2:22]1.C(N(CC)CC)C.CC(=O)OCC.O. Given the product [NH2:1][C:2]1[N:7]=[CH:6][C:5]([CH2:8][CH:9]([C:15]2[N:16]=[CH:17][N:18]([CH:21]3[CH2:26][CH2:25][N:24]([C:27]([O:29][CH2:30][C:31]4[CH:32]=[CH:33][CH:34]=[CH:35][CH:36]=4)=[O:28])[CH2:23][CH2:22]3)[CH:19]=2)[C:10]([O:12][CH2:13][CH3:14])=[O:11])=[CH:4][CH:3]=1, predict the reactants needed to synthesize it. (5) Given the product [CH3:1][CH2:2][CH2:3][C:4]1[C:5]2[N:14]=[C:13]([C:15]3[CH:16]=[C:17]([S:24]([N:27]4[CH2:32][CH2:31][N:30]([CH3:33])[CH2:29][CH2:28]4)(=[O:25])=[O:26])[CH:18]=[CH:19][C:20]=3[O:21][CH2:22][CH3:23])[NH:12][C:10](=[O:11])[C:6]=2[N:7]([CH3:9])[N:8]=1.[C:48]([O-:57])(=[O:56])[C:49]1[C:50](=[CH:52][CH:53]=[CH:54][CH:55]=1)[OH:51], predict the reactants needed to synthesize it. The reactants are: [CH3:1][CH2:2][CH2:3][C:4]1[C:5]2[N:14]=[C:13]([C:15]3[CH:16]=[C:17]([S:24]([N:27]4[CH2:32][CH2:31][N:30]([CH3:33])[CH2:29][CH2:28]4)(=[O:26])=[O:25])[CH:18]=[CH:19][C:20]=3[O:21][CH2:22][CH3:23])[NH:12][C:10](=[O:11])[C:6]=2[N:7]([CH3:9])[N:8]=1.C(C(O)(C(O)=O)CC(O)=O)C(O)=O.[Na].[C:48]([OH:57])(=[O:56])[C:49]1[C:50](=[CH:52][CH:53]=[CH:54][CH:55]=1)[OH:51].